Dataset: Reaction yield outcomes from USPTO patents with 853,638 reactions. Task: Predict the reaction yield, written as a fraction of the theoretical maximum amount of product (1.0 means a 100% yield; for example, 0.34 means a 34% yield). (1) The reactants are [N+](C1C=C(S(Cl)(=O)=O)C=CC=1)([O-])=O.FC(F)(F)C(O)=O.S(=O)(=O)(O)O.BrN1C(=O)CCC1=O.[Br:34][C:35]1[CH:36]=[C:37]([S:44]([OH:47])(=[O:46])=[O:45])[CH:38]=[C:39]([N+:41]([O-:43])=[O:42])[CH:40]=1.[N+](C1C=C(S(O)(=O)=O)C=CC=1)([O-])=O.[OH-].[Na+:62]. No catalyst specified. The product is [Br:34][C:35]1[CH:36]=[C:37]([S:44]([O-:47])(=[O:45])=[O:46])[CH:38]=[C:39]([N+:41]([O-:43])=[O:42])[CH:40]=1.[Na+:62]. The yield is 0.0620. (2) The reactants are [N+:1]([C:4]1[CH:9]=[CH:8][C:7]([CH2:10][C:11]([OH:13])=[O:12])=[CH:6][CH:5]=1)([O-:3])=[O:2].[CH3:14]O. No catalyst specified. The product is [N+:1]([C:4]1[CH:5]=[CH:6][C:7]([CH2:10][C:11]([O:13][CH3:14])=[O:12])=[CH:8][CH:9]=1)([O-:3])=[O:2]. The yield is 0.980. (3) The reactants are [Br:1][C:2]1[CH:7]=[C:6]([NH:8][CH3:9])[C:5]([NH2:10])=[CH:4][CH:3]=1.[N:11]([O-])=O.[Na+].C(=O)(O)[O-].[Na+]. The catalyst is Cl. The product is [Br:1][C:2]1[CH:3]=[CH:4][C:5]2[N:10]=[N:11][N:8]([CH3:9])[C:6]=2[CH:7]=1. The yield is 0.470. (4) The reactants are [F:1][C:2]1[CH:7]=[CH:6][C:5]([CH3:8])=[CH:4][C:3]=1[OH:9].[Br-:10].[Br-].[Br-].C([N+](CCCC)(CCCC)CCCC)CCC.C([N+](CCCC)(CCCC)CCCC)CCC.C([N+](CCCC)(CCCC)CCCC)CCC. The catalyst is C(Cl)(Cl)Cl. The product is [Br:10][C:6]1[C:5]([CH3:8])=[CH:4][C:3]([OH:9])=[C:2]([F:1])[CH:7]=1. The yield is 0.960. (5) The reactants are [C:1]([C:5]1[CH:10]=[CH:9][C:8]([S:11]([NH:14][C:15]2[CH:16]=[C:17]3[C:21](=[CH:22][CH:23]=2)[NH:20][C:19]([C:24]([OH:26])=O)=[C:18]3[C:27]2[CH:32]=[CH:31][CH:30]=[C:29]([F:33])[CH:28]=2)(=[O:13])=[O:12])=[CH:7][CH:6]=1)([CH3:4])([CH3:3])[CH3:2].[CH3:34][N:35]([CH3:39])[CH2:36][CH2:37][NH2:38]. The catalyst is ClCCl.CO. The product is [CH3:34][N:35]([CH3:39])[CH2:36][CH2:37][NH:38][C:24]([C:19]1[NH:20][C:21]2[C:17]([C:18]=1[C:27]1[CH:32]=[CH:31][CH:30]=[C:29]([F:33])[CH:28]=1)=[CH:16][C:15]([NH:14][S:11]([C:8]1[CH:9]=[CH:10][C:5]([C:1]([CH3:4])([CH3:3])[CH3:2])=[CH:6][CH:7]=1)(=[O:12])=[O:13])=[CH:23][CH:22]=2)=[O:26]. The yield is 0.590. (6) The reactants are C(O[C:6]([N:8]1[CH2:17][CH2:16][C:15]2[C:10](=[CH:11][CH:12]=[C:13](OS(C(F)(F)F)(=O)=O)[CH:14]=2)[CH2:9]1)=[O:7])(C)(C)C.[C:26]([O-])(=O)[CH3:27].[K+].B1(B2O[C:43]([CH3:46])(C)[C:42]([CH3:48])([CH3:47])O2)O[C:43](C)([CH3:46])[C:42]([CH3:48])([CH3:47])O1.[OH2:49].P([O-])([O-])([O-])=O.[K+].[K+].[K+].[CH:58]1([C:61]2[N:66]=[CH:65][C:64](Br)=[CH:63][N:62]=2)[CH2:60][CH2:59]1.[C:68](=O)(O)[O-].[Na+]. The catalyst is CN(C=O)C.Cl[Pd]Cl.C1C=CC(P(C2C=CC=CC=2)[C-]2C=CC=C2)=CC=1.C1C=CC(P(C2C=CC=CC=2)[C-]2C=CC=C2)=CC=1.[Fe+2].C1C=CC(P(C2C=CC=CC=2)[C-]2C=CC=C2)=CC=1.C1C=CC(P(C2C=CC=CC=2)[C-]2C=CC=C2)=CC=1.[Fe+2]. The product is [C:42]([CH:43]([O:49][C:6]([N:8]1[CH2:17][CH2:16][C:15]2[C:10](=[CH:11][CH:12]=[C:13]([C:64]3[CH:63]=[N:62][C:61]([CH:58]4[CH2:60][CH2:59]4)=[N:66][CH:65]=3)[CH:14]=2)[CH2:9]1)=[O:7])[CH2:46][CH2:26][CH3:27])([CH3:47])([CH3:48])[CH3:68]. The yield is 0.760. (7) The reactants are [Cl:1][C:2]1[CH:17]=[CH:16][C:5]([O:6][C:7]2[CH:15]=[CH:14][C:10]([C:11](Cl)=[O:12])=[CH:9][CH:8]=2)=[C:4]([N+:18]([O-:20])=[O:19])[CH:3]=1.[CH3:21][O:22][NH:23][CH3:24]. No catalyst specified. The product is [Cl:1][C:2]1[CH:17]=[CH:16][C:5]([O:6][C:7]2[CH:15]=[CH:14][C:10]([C:11]([N:23]([O:22][CH3:21])[CH3:24])=[O:12])=[CH:9][CH:8]=2)=[C:4]([N+:18]([O-:20])=[O:19])[CH:3]=1. The yield is 1.00. (8) The reactants are [Si:1]([O:8][CH2:9][C@:10]1([C:24]([O:26][C:27]([CH3:30])([CH3:29])[CH3:28])=[O:25])[CH2:14][C:13](=[O:15])[N:12]([C@@H:16]([C:18]2[CH:23]=[CH:22][CH:21]=[CH:20][CH:19]=2)[CH3:17])[CH2:11]1)([C:4]([CH3:7])([CH3:6])[CH3:5])([CH3:3])[CH3:2].IC.[CH3:33][Si]([N-][Si](C)(C)C)(C)C.[Li+].[Cl-].[NH4+]. The catalyst is O1CCCC1. The product is [Si:1]([O:8][CH2:9][C@:10]1([C:24]([O:26][C:27]([CH3:29])([CH3:28])[CH3:30])=[O:25])[CH:14]([CH3:33])[C:13](=[O:15])[N:12]([C@@H:16]([C:18]2[CH:19]=[CH:20][CH:21]=[CH:22][CH:23]=2)[CH3:17])[CH2:11]1)([C:4]([CH3:7])([CH3:5])[CH3:6])([CH3:3])[CH3:2]. The yield is 0.420. (9) The reactants are [Li]CCCC.CCCCCC.[F:12][C:13]1[CH:18]=[CH:17][C:16]([F:19])=[CH:15][C:14]=1[O:20][CH3:21].Br/[CH:23]=[CH:24]\[C:25](OCC)=[O:26].CC(C[AlH]CC(C)C)C. The catalyst is C1COCC1.[Cl-].[Zn+2].[Cl-].CC([O-])=O.CC([O-])=O.[Pd+2]. The product is [F:12][C:13]1[C:14]([O:20][CH3:21])=[C:15](/[CH:23]=[CH:24]\[CH2:25][OH:26])[C:16]([F:19])=[CH:17][CH:18]=1. The yield is 0.920.